From a dataset of Reaction yield outcomes from USPTO patents with 853,638 reactions. Predict the reaction yield, written as a fraction of the theoretical maximum amount of product (1.0 means a 100% yield; for example, 0.34 means a 34% yield). (1) The catalyst is C(Cl)Cl. The product is [Br:1][C:2]1[CH:7]=[CH:6][N:5]2[C:8](=[O:11])[N:9]([CH2:36][O:37][CH2:38][CH2:39][Si:40]([CH3:43])([CH3:42])[CH3:41])[N:10]=[C:4]2[C:3]=1[O:12][CH3:13]. The reactants are [Br:1][C:2]1[CH:7]=[CH:6][N:5]2[C:8](=[O:11])[NH:9][N:10]=[C:4]2[C:3]=1[O:12][CH3:13].BrC1C=CN2C(=O)NN=C2C=1O.CCN(C(C)C)C(C)C.Cl[CH2:36][O:37][CH2:38][CH2:39][Si:40]([CH3:43])([CH3:42])[CH3:41]. The yield is 0.200. (2) The yield is 0.770. The product is [Cl:5][C:6]1[CH:7]=[C:8]([CH:12]=[CH:13][C:14]=1[F:15])[C:9]([NH:4][CH2:2][CH3:3])=[O:11]. No catalyst specified. The reactants are Cl.[CH2:2]([NH2:4])[CH3:3].[Cl:5][C:6]1[CH:7]=[C:8]([CH:12]=[CH:13][C:14]=1[F:15])[C:9]([OH:11])=O. (3) The product is [C:29]([C:26]1[CH:25]=[CH:24][C:23]([C:21]2[N:22]=[C:18]([C@@H:10]([NH:9][C:7](=[O:8])[C:6]3[CH:35]=[CH:36][C:3]([C:1]([NH2:2])=[O:45])=[CH:4][C:5]=3[F:37])[CH2:11][C:12]3[CH:13]=[CH:14][CH:15]=[CH:16][CH:17]=3)[NH:19][CH:20]=2)=[CH:28][CH:27]=1)(=[NH:30])[NH2:33]. The reactants are [C:1]([C:3]1[CH:36]=[CH:35][C:6]([C:7]([NH:9][C@H:10]([C:18]2[NH:19][CH:20]=[C:21]([C:23]3[CH:28]=[CH:27][C:26]([C:29]4[N:33]=C(C)O[N:30]=4)=[CH:25][CH:24]=3)[N:22]=2)[CH2:11][C:12]2[CH:17]=[CH:16][CH:15]=[CH:14][CH:13]=2)=[O:8])=[C:5]([F:37])[CH:4]=1)#[N:2].C(C1C=CC(C(O)=[O:45])=C(F)C=1)#N. The yield is 0.900. No catalyst specified.